This data is from Forward reaction prediction with 1.9M reactions from USPTO patents (1976-2016). The task is: Predict the product of the given reaction. (1) The product is: [C:1]([O:5][C:6]([N:8]1[CH2:9][CH2:10][CH:11]([CH:14]2[CH2:18][C:17]3[CH:19]=[C:20]([C:33]4[CH:38]=[CH:37][C:36]([S:39]([CH3:42])(=[O:41])=[O:40])=[CH:35][N:34]=4)[CH:21]=[CH:22][C:16]=3[O:15]2)[CH2:12][CH2:13]1)=[O:7])([CH3:2])([CH3:4])[CH3:3]. Given the reactants [C:1]([O:5][C:6]([N:8]1[CH2:13][CH2:12][CH:11]([CH:14]2[CH2:18][C:17]3[CH:19]=[C:20](B4OC(C)(C)C(C)(C)O4)[CH:21]=[CH:22][C:16]=3[O:15]2)[CH2:10][CH2:9]1)=[O:7])([CH3:4])([CH3:3])[CH3:2].Br[C:33]1[CH:38]=[CH:37][C:36]([S:39]([CH3:42])(=[O:41])=[O:40])=[CH:35][N:34]=1, predict the reaction product. (2) Given the reactants FC(F)(F)C(O)=O.C(OC(=O)[NH:14][C:15]1[C:20]([CH:21]2[CH2:23][CH2:22]2)=[CH:19][N:18]2[CH:24]=[C:25]([C:27]3[CH:32]=[CH:31][CH:30]=[CH:29][CH:28]=3)[N:26]=[C:17]2[CH:16]=1)(C)(C)C, predict the reaction product. The product is: [CH:21]1([C:20]2[C:15]([NH2:14])=[CH:16][C:17]3[N:18]([CH:24]=[C:25]([C:27]4[CH:28]=[CH:29][CH:30]=[CH:31][CH:32]=4)[N:26]=3)[CH:19]=2)[CH2:23][CH2:22]1. (3) Given the reactants [N:1]1[CH:6]=[CH:5][C:4]([C:7]2[S:8][CH:9]=[C:10]([C:12]3[C:13](=[O:24])[NH:14][C:15]4[C:20]([CH:21]=3)=[CH:19][CH:18]=[C:17]([CH:22]=O)[CH:16]=4)[N:11]=2)=[CH:3][CH:2]=1.C(OCC)(OCC)OCC.[CH:35]([NH2:38])([CH3:37])[CH3:36].[BH-](OC(C)=O)(OC(C)=O)OC(C)=O.[Na+], predict the reaction product. The product is: [CH:35]([NH:38][CH2:22][C:17]1[CH:16]=[C:15]2[C:20]([CH:21]=[C:12]([C:10]3[N:11]=[C:7]([C:4]4[CH:5]=[CH:6][N:1]=[CH:2][CH:3]=4)[S:8][CH:9]=3)[C:13](=[O:24])[NH:14]2)=[CH:19][CH:18]=1)([CH3:37])[CH3:36]. (4) Given the reactants [Cl:1][C:2]1[CH:3]=[C:4]([S:9]([N:12]([CH2:22][P:23](=[O:30])([O:27][CH2:28][CH3:29])[O:24][CH2:25][CH3:26])[C:13]2[CH:14]=[C:15]3[C:19](=[CH:20][CH:21]=2)[NH:18][CH:17]=[CH:16]3)(=[O:11])=[O:10])[CH:5]=[C:6]([Cl:8])[CH:7]=1.[C:31](OCC)(=[O:33])[CH3:32].C(=O)([O-])O.[Na+], predict the reaction product. The product is: [C:31]([N:18]1[C:19]2[C:15](=[CH:14][C:13]([N:12]([CH2:22][P:23](=[O:30])([O:24][CH2:25][CH3:26])[O:27][CH2:28][CH3:29])[S:9]([C:4]3[CH:5]=[C:6]([Cl:8])[CH:7]=[C:2]([Cl:1])[CH:3]=3)(=[O:10])=[O:11])=[CH:21][CH:20]=2)[CH:16]=[CH:17]1)(=[O:33])[CH3:32].